This data is from NCI-60 drug combinations with 297,098 pairs across 59 cell lines. The task is: Regression. Given two drug SMILES strings and cell line genomic features, predict the synergy score measuring deviation from expected non-interaction effect. (1) Drug 1: C1=CC(=CC=C1CCC2=CNC3=C2C(=O)NC(=N3)N)C(=O)NC(CCC(=O)O)C(=O)O. Drug 2: C1=CC(=C2C(=C1NCCNCCO)C(=O)C3=C(C=CC(=C3C2=O)O)O)NCCNCCO. Cell line: PC-3. Synergy scores: CSS=53.2, Synergy_ZIP=-5.32, Synergy_Bliss=-9.10, Synergy_Loewe=-4.29, Synergy_HSA=-2.42. (2) Drug 1: CS(=O)(=O)C1=CC(=C(C=C1)C(=O)NC2=CC(=C(C=C2)Cl)C3=CC=CC=N3)Cl. Drug 2: C1=NC(=NC(=O)N1C2C(C(C(O2)CO)O)O)N. Cell line: NCI-H522. Synergy scores: CSS=8.69, Synergy_ZIP=-1.93, Synergy_Bliss=0.362, Synergy_Loewe=-1.82, Synergy_HSA=-0.186.